This data is from Forward reaction prediction with 1.9M reactions from USPTO patents (1976-2016). The task is: Predict the product of the given reaction. (1) Given the reactants Cl[C:2]1[N:7]=[C:6]([CH2:8][CH2:9][C:10]2[CH:15]=[CH:14][CH:13]=[CH:12][C:11]=2[C:16]2([C:19]([NH2:21])=[O:20])[CH2:18][CH2:17]2)[C:5]([Cl:22])=[CH:4][N:3]=1.C([O-])([O-])=O.[Cs+].[Cs+].[NH2:29][C:30]1[CH:31]=[N:32][N:33]([CH:35]2[CH2:40][CH2:39][N:38]([C:41]([O:43][C:44]([CH3:47])([CH3:46])[CH3:45])=[O:42])[CH2:37][CH2:36]2)[CH:34]=1.CC1(C)C2C(=C(P(C3C=CC=CC=3)C3C=CC=CC=3)C=CC=2)OC2C(P(C3C=CC=CC=3)C3C=CC=CC=3)=CC=CC1=2, predict the reaction product. The product is: [C:19]([C:16]1([C:11]2[CH:12]=[CH:13][CH:14]=[CH:15][C:10]=2[CH2:9][CH2:8][C:6]2[C:5]([Cl:22])=[CH:4][N:3]=[C:2]([NH:29][C:30]3[CH:31]=[N:32][N:33]([CH:35]4[CH2:36][CH2:37][N:38]([C:41]([O:43][C:44]([CH3:47])([CH3:46])[CH3:45])=[O:42])[CH2:39][CH2:40]4)[CH:34]=3)[N:7]=2)[CH2:18][CH2:17]1)(=[O:20])[NH2:21]. (2) Given the reactants [Br:1][C:2]1[CH:7]=[CH:6][C:5]([OH:8])=[C:4]([CH:9]([CH3:11])[CH3:10])[CH:3]=1.[CH2:12](Cl)[C:13]1[CH:18]=[CH:17][CH:16]=[CH:15][CH:14]=1.C(=O)(O)[O-].[Na+].[I-].[Na+], predict the reaction product. The product is: [CH2:12]([O:8][C:5]1[CH:6]=[CH:7][C:2]([Br:1])=[CH:3][C:4]=1[CH:9]([CH3:11])[CH3:10])[C:13]1[CH:18]=[CH:17][CH:16]=[CH:15][CH:14]=1. (3) Given the reactants [NH2:1][C@H:2]1[CH2:6][CH2:5][N:4]([C@H:7]2[CH2:12][CH2:11][C@@H:10]([N:13]([CH3:15])[CH3:14])[CH2:9][C@H:8]2[NH:16][C:17](=[O:19])[CH3:18])[C:3]1=[O:20].Cl[C:22]1[C:31]2[C:26](=[CH:27][CH:28]=[C:29]([C:32]([F:35])([F:34])[F:33])[CH:30]=2)[N:25]=[CH:24][N:23]=1.C(N(CC)CC)C, predict the reaction product. The product is: [CH3:14][N:13]([CH3:15])[C@H:10]1[CH2:9][C@@H:8]([NH:16][C:17](=[O:19])[CH3:18])[C@@H:7]([N:4]2[CH2:5][CH2:6][C@H:2]([NH:1][C:22]3[C:31]4[C:26](=[CH:27][CH:28]=[C:29]([C:32]([F:34])([F:35])[F:33])[CH:30]=4)[N:25]=[CH:24][N:23]=3)[C:3]2=[O:20])[CH2:12][CH2:11]1. (4) Given the reactants [CH2:1]1[C:9]2[C:4](=[CH:5][CH:6]=[CH:7][CH:8]=2)[CH2:3][NH:2]1.C(N(C(C)C)C(C)C)C.CN1CCCC1.Cl[CH2:26][C:27]1[CH:32]=[CH:31][C:30]([N:33]=[C:34]=[O:35])=[CH:29][CH:28]=1.[CH3:36][NH:37][CH2:38][C:39]1[CH:44]=[CH:43][CH:42]=[CH:41][CH:40]=1, predict the reaction product. The product is: [CH2:38]([N:37]([CH2:26][C:27]1[CH:32]=[CH:31][C:30]([NH:33][C:34]([N:2]2[CH2:3][C:4]3[C:9](=[CH:8][CH:7]=[CH:6][CH:5]=3)[CH2:1]2)=[O:35])=[CH:29][CH:28]=1)[CH3:36])[C:39]1[CH:44]=[CH:43][CH:42]=[CH:41][CH:40]=1. (5) Given the reactants FC1C=C(F)C=CC=1NC1C=CC(C(C2C=C(N3C=C(CCO)N=N3)C=CC=2C)=O)=C(C)C=1.Br[C:35]1[CH:40]=[CH:39][C:38]([C:41]([C:43]2[CH:48]=[C:47]([N:49]3[CH:53]=[C:52]([CH2:54][CH2:55][OH:56])[N:51]=[N:50]3)[CH:46]=[CH:45][C:44]=2[CH3:57])=[O:42])=[C:37]([Cl:58])[CH:36]=1.[F:59][C:60]1[CH:65]=[CH:64][C:63]([F:66])=[CH:62][C:61]=1[NH2:67], predict the reaction product. The product is: [Cl:58][C:37]1[CH:36]=[C:35]([NH:67][C:61]2[CH:62]=[C:63]([F:66])[CH:64]=[CH:65][C:60]=2[F:59])[CH:40]=[CH:39][C:38]=1[C:41]([C:43]1[CH:48]=[C:47]([N:49]2[CH:53]=[C:52]([CH2:54][CH2:55][OH:56])[N:51]=[N:50]2)[CH:46]=[CH:45][C:44]=1[CH3:57])=[O:42]. (6) Given the reactants [C:1]([O:5][C:6]([NH:8][C:9]([CH3:17])([CH3:16])[CH2:10]/[CH:11]=[CH:12]/[C:13]([OH:15])=[O:14])=[O:7])([CH3:4])([CH3:3])[CH3:2].CI.[H-].[Na+].[C:22](OCC)(=O)C, predict the reaction product. The product is: [C:1]([O:5][C:6]([N:8]([C:9]([CH3:17])([CH3:16])[CH2:10]/[CH:11]=[CH:12]/[C:13]([OH:15])=[O:14])[CH3:22])=[O:7])([CH3:4])([CH3:2])[CH3:3].